Dataset: Peptide-MHC class II binding affinity with 134,281 pairs from IEDB. Task: Regression. Given a peptide amino acid sequence and an MHC pseudo amino acid sequence, predict their binding affinity value. This is MHC class II binding data. (1) The peptide sequence is DTVAVSGKWYLKAMTA. The MHC is DRB1_1101 with pseudo-sequence DRB1_1101. The binding affinity (normalized) is 0.429. (2) The peptide sequence is AQIYQAVSAQAAAIH. The MHC is DRB1_0901 with pseudo-sequence DRB1_0901. The binding affinity (normalized) is 0.969. (3) The peptide sequence is NSYSGVEGEGLHKLGYI. The MHC is DRB1_0701 with pseudo-sequence DRB1_0701. The binding affinity (normalized) is 0.735.